Dataset: Peptide-MHC class I binding affinity with 185,985 pairs from IEDB/IMGT. Task: Regression. Given a peptide amino acid sequence and an MHC pseudo amino acid sequence, predict their binding affinity value. This is MHC class I binding data. The MHC is HLA-A02:06 with pseudo-sequence HLA-A02:06. The peptide sequence is ATVGIMIGV. The binding affinity (normalized) is 0.778.